This data is from Reaction yield outcomes from USPTO patents with 853,638 reactions. The task is: Predict the reaction yield, written as a fraction of the theoretical maximum amount of product (1.0 means a 100% yield; for example, 0.34 means a 34% yield). (1) The reactants are [Cl:1][C:2]1[CH:7]=[CH:6][C:5]([S:8]([CH:11]([C:24]2[CH:29]=[C:28]([F:30])[CH:27]=[CH:26][C:25]=2[F:31])[C:12]2[N:17]=[CH:16][C:15]([CH2:18][CH2:19][C:20]([O:22]C)=[O:21])=[CH:14][CH:13]=2)(=[O:10])=[O:9])=[CH:4][CH:3]=1.[OH-].[Li+].S(=O)(=O)(O)[O-].[Na+]. The catalyst is O1CCCC1. The product is [Cl:1][C:2]1[CH:7]=[CH:6][C:5]([S:8]([CH:11]([C:24]2[CH:29]=[C:28]([F:30])[CH:27]=[CH:26][C:25]=2[F:31])[C:12]2[N:17]=[CH:16][C:15]([CH2:18][CH2:19][C:20]([OH:22])=[O:21])=[CH:14][CH:13]=2)(=[O:10])=[O:9])=[CH:4][CH:3]=1. The yield is 0.750. (2) The reactants are [Si]([O:18][CH2:19][C:20]1[S:21][C:22]([C:25]2[NH:26][C:27]([CH:30]([C:38]3[CH:43]=[CH:42][C:41]([S:44]([CH:47]4[CH2:49][CH2:48]4)(=[O:46])=[O:45])=[CH:40][CH:39]=3)[CH2:31][CH:32]3[CH2:37][CH2:36][O:35][CH2:34][CH2:33]3)=[CH:28][CH:29]=2)=[N:23][N:24]=1)(C(C)(C)C)(C1C=CC=CC=1)C1C=CC=CC=1.[F-].C([N+](CCCC)(CCCC)CCCC)CCC. The catalyst is O1CCCC1.C(OCC)(=O)C. The product is [CH:47]1([S:44]([C:41]2[CH:42]=[CH:43][C:38]([CH:30]([C:27]3[NH:26][C:25]([C:22]4[S:21][C:20]([CH2:19][OH:18])=[N:24][N:23]=4)=[CH:29][CH:28]=3)[CH2:31][CH:32]3[CH2:33][CH2:34][O:35][CH2:36][CH2:37]3)=[CH:39][CH:40]=2)(=[O:45])=[O:46])[CH2:49][CH2:48]1. The yield is 0.630.